This data is from Catalyst prediction with 721,799 reactions and 888 catalyst types from USPTO. The task is: Predict which catalyst facilitates the given reaction. (1) Reactant: [CH3:1][C:2]1[CH:7]=[CH:6][N:5]=[CH:4][C:3]=1[N:8]1[CH2:12][CH2:11][NH:10][C:9]1=[O:13].Br[C:15]1[CH:20]=[CH:19][CH:18]=[C:17]([CH3:21])[CH:16]=1.N[C@@H]1CCCC[C@H]1N.P([O-])([O-])([O-])=O.[K+].[K+].[K+]. Product: [CH3:1][C:2]1[CH:7]=[CH:6][N:5]=[CH:4][C:3]=1[N:8]1[CH2:12][CH2:11][N:10]([C:15]2[CH:16]=[C:17]([CH3:21])[CH:18]=[CH:19][CH:20]=2)[C:9]1=[O:13]. The catalyst class is: 246. (2) Reactant: CS(O[CH2:6][CH2:7][C:8]1[CH:13]=[CH:12][CH:11]=[C:10]([N:14]2[CH2:18][CH2:17][NH:16][C:15]2=[O:19])[CH:9]=1)(=O)=O.[CH3:20][C:21]1[CH:30]=[CH:29][C:28]2[C:23](=[CH:24][CH:25]=[CH:26][C:27]=2[N:31]2[CH2:36][CH2:35][NH:34][CH2:33][CH2:32]2)[N:22]=1.C(N(C(C)C)CC)(C)C. Product: [CH3:20][C:21]1[CH:30]=[CH:29][C:28]2[C:23](=[CH:24][CH:25]=[CH:26][C:27]=2[N:31]2[CH2:36][CH2:35][N:34]([CH2:6][CH2:7][C:8]3[CH:9]=[C:10]([N:14]4[CH2:18][CH2:17][NH:16][C:15]4=[O:19])[CH:11]=[CH:12][CH:13]=3)[CH2:33][CH2:32]2)[N:22]=1. The catalyst class is: 10. (3) Reactant: [C:1]([O:5][C:6]([NH:8][CH:9]1[CH:15]=[CH:14][C:13]2[CH:16]=[CH:17][CH:18]=[CH:19][C:12]=2[CH2:11][CH2:10]1)=[O:7])([CH3:4])([CH3:3])[CH3:2].ClC1C=C(C=CC=1)C(OO)=[O:25].O.O.O.O.O.S([O-])([O-])(=O)=S.[Na+].[Na+].C(=O)([O-])O.[Na+]. Product: [C:1]([O:5][C:6]([NH:8][CH:9]1[CH2:10][CH2:11][C:12]2[CH:19]=[CH:18][CH:17]=[CH:16][C:13]=2[CH:14]2[O:25][CH:15]12)=[O:7])([CH3:4])([CH3:2])[CH3:3]. The catalyst class is: 96. (4) Reactant: [NH2:1][C:2]1[C:3]([C:9]([O:11]C)=[O:10])=[N:4][C:5]([Br:8])=[CH:6][CH:7]=1.[Li+].[OH-].Cl. Product: [NH2:1][C:2]1[C:3]([C:9]([OH:11])=[O:10])=[N:4][C:5]([Br:8])=[CH:6][CH:7]=1. The catalyst class is: 36. (5) Reactant: [CH3:1][S:2]([C:5]1[CH:10]=[CH:9][C:8]([C:11]2[N:16]=[CH:15][C:14]([CH2:17][NH:18][CH:19]3[CH2:24][CH2:23][N:22]([C:25]([O:27][C:28]([CH3:31])([CH3:30])[CH3:29])=[O:26])[CH2:21][CH2:20]3)=[CH:13][CH:12]=2)=[CH:7][CH:6]=1)(=[O:4])=[O:3].[F:32][CH2:33][CH2:34]I.C(N(C(C)C)C(C)C)C. Product: [F:32][CH2:33][CH2:34][N:18]([CH2:17][C:14]1[CH:15]=[N:16][C:11]([C:8]2[CH:9]=[CH:10][C:5]([S:2]([CH3:1])(=[O:3])=[O:4])=[CH:6][CH:7]=2)=[CH:12][CH:13]=1)[CH:19]1[CH2:24][CH2:23][N:22]([C:25]([O:27][C:28]([CH3:31])([CH3:30])[CH3:29])=[O:26])[CH2:21][CH2:20]1. The catalyst class is: 23.